This data is from Full USPTO retrosynthesis dataset with 1.9M reactions from patents (1976-2016). The task is: Predict the reactants needed to synthesize the given product. (1) Given the product [CH3:9][CH:8]1[CH:2]([CH3:1])[N:3]([C:20]([O:22][C:23]([CH3:25])([CH3:24])[CH3:26])=[O:21])[CH2:4][CH2:5][NH:6][CH2:7]1, predict the reactants needed to synthesize it. The reactants are: [CH3:1][CH:2]1[CH:8]([CH3:9])[CH2:7][N:6](C(OCC2C=CC=CC=2)=O)[CH2:5][CH2:4][N:3]1[C:20]([O:22][C:23]([CH3:26])([CH3:25])[CH3:24])=[O:21].[H][H]. (2) Given the product [BrH:1].[BrH:1].[F:53][C:3]1([F:2])[CH2:4][CH2:5][CH:6]([C:9]2[C:18]3[C@@H:17]([OH:19])[CH2:16][C:15]([CH3:20])([CH3:21])[CH2:14][C:13]=3[N:12]=[C:11]([CH:22]3[CH2:27][CH2:26][N:25]([C:28]4[N:33]=[CH:32][C:31]([O:34][CH2:35][CH:36]([CH2:39][OH:40])[CH2:37][OH:38])=[CH:30][N:29]=4)[CH2:24][CH2:23]3)[C:10]=2[C@@H:41]([F:52])[C:42]2[CH:47]=[CH:46][C:45]([C:48]([F:49])([F:51])[F:50])=[CH:44][CH:43]=2)[CH2:7][CH2:8]1, predict the reactants needed to synthesize it. The reactants are: [BrH:1].[F:2][C:3]1([F:53])[CH2:8][CH2:7][CH:6]([C:9]2[C:18]3[C@@H:17]([OH:19])[CH2:16][C:15]([CH3:21])([CH3:20])[CH2:14][C:13]=3[N:12]=[C:11]([CH:22]3[CH2:27][CH2:26][N:25]([C:28]4[N:33]=[CH:32][C:31]([O:34][CH2:35][CH:36]([CH2:39][OH:40])[CH2:37][OH:38])=[CH:30][N:29]=4)[CH2:24][CH2:23]3)[C:10]=2[C@@H:41]([F:52])[C:42]2[CH:47]=[CH:46][C:45]([C:48]([F:51])([F:50])[F:49])=[CH:44][CH:43]=2)[CH2:5][CH2:4]1. (3) The reactants are: C=CC1C=CC=CC=1.C1(C#C)C=CC=CC=1.C(C1C=CC=CC=1)C.C1CCCCC=1.C=CCCCC.[C:37]([CH2:40][C:41](=[O:43])[CH3:42])(=[O:39])[CH3:38]. Given the product [CH3:42]/[C:41](/[O-:43])=[CH:40]/[C:37]([CH3:38])=[O:39].[OH:43][CH:41]([CH3:42])[CH2:40][C:37](=[O:39])[CH3:38], predict the reactants needed to synthesize it. (4) Given the product [NH2:21][CH2:20][CH:19]([NH:18][C:16]([C:12]1[N:8]2[CH:9]=[CH:10][CH:11]=[C:6]([O:5][CH2:4][C:3]3[C:37]([F:41])=[CH:38][CH:39]=[CH:40][C:2]=3[F:1])[C:7]2=[N:14][C:13]=1[CH3:15])=[O:17])[CH2:32][O:33][CH:34]([CH3:36])[CH3:35], predict the reactants needed to synthesize it. The reactants are: [F:1][C:2]1[CH:40]=[CH:39][CH:38]=[C:37]([F:41])[C:3]=1[CH2:4][O:5][C:6]1[C:7]2[N:8]([C:12]([C:16]([NH:18][CH:19]([CH2:32][O:33][CH:34]([CH3:36])[CH3:35])[CH2:20][NH:21]C(=O)OCC3C=CC=CC=3)=[O:17])=[C:13]([CH3:15])[N:14]=2)[CH:9]=[CH:10][CH:11]=1. (5) Given the product [ClH:61].[NH2:16][C@H:17]1[CH2:21][CH2:20][CH2:19][C@@H:18]1[NH:22][C:9](=[O:11])[C:8]1[CH:12]=[CH:13][CH:14]=[CH:15][C:7]=1[C:5]1[O:4][N:3]=[C:2]([CH3:1])[N:6]=1, predict the reactants needed to synthesize it. The reactants are: [CH3:1][C:2]1[N:6]=[C:5]([C:7]2[CH:15]=[CH:14][CH:13]=[CH:12][C:8]=2[C:9]([OH:11])=O)[O:4][N:3]=1.[NH2:16][C@H:17]1[CH2:21][CH2:20][CH2:19][C@@H:18]1[NH:22]C(=O)OC(C)(C)C.CN(C(ON1N=NC2C=CC=NC1=2)=[N+](C)C)C.F[P-](F)(F)(F)(F)F.C(N(CC)CC)C.[ClH:61].O1CCOCC1. (6) Given the product [CH2:1]([C@H:8]1[CH2:13][N:12]([C:14]2[CH:19]=[CH:18][C:17]([O:20][CH3:21])=[C:16]([O:22][CH:23]3[CH2:24][CH2:25][CH2:26][CH2:27]3)[CH:15]=2)[CH2:11][CH2:10][N:9]1[CH2:28][CH2:29][CH2:30][CH2:31][OH:32])[C:2]1[CH:3]=[CH:4][CH:5]=[CH:6][CH:7]=1, predict the reactants needed to synthesize it. The reactants are: [CH2:1]([C@H:8]1[CH2:13][N:12]([C:14]2[CH:19]=[CH:18][C:17]([O:20][CH3:21])=[C:16]([O:22][CH:23]3[CH2:27][CH2:26][CH2:25][CH2:24]3)[CH:15]=2)[CH2:11][CH2:10][N:9]1[C:28](=O)[CH2:29][CH2:30][C:31](OCC)=[O:32])[C:2]1[CH:7]=[CH:6][CH:5]=[CH:4][CH:3]=1.[H-].[Al+3].[Li+].[H-].[H-].[H-]. (7) Given the product [CH2:20]([NH:1][CH:2]1[C:8]2=[N:9][C:10]([C:14]3[CH:19]=[CH:18][N:17]=[CH:16][N:15]=3)=[CH:11][C:12](=[O:13])[N:7]2[CH2:6][CH2:5][O:4][CH2:3]1)[C:21]1[CH:26]=[CH:25][CH:24]=[CH:23][CH:22]=1, predict the reactants needed to synthesize it. The reactants are: [NH2:1][CH:2]1[C:8]2=[N:9][C:10]([C:14]3[CH:19]=[CH:18][N:17]=[CH:16][N:15]=3)=[CH:11][C:12](=[O:13])[N:7]2[CH2:6][CH2:5][O:4][CH2:3]1.[CH:20](=O)[C:21]1[CH:26]=[CH:25][CH:24]=[CH:23][CH:22]=1.C(O[BH-](OC(=O)C)OC(=O)C)(=O)C.[Na+].C(O)(=O)C.